Dataset: Forward reaction prediction with 1.9M reactions from USPTO patents (1976-2016). Task: Predict the product of the given reaction. (1) Given the reactants [CH:1]1([N:4]([CH3:28])[C:5]2[C:6]([C:19]3[CH:20]=[C:21]4[C:25](=[CH:26][CH:27]=3)[NH:24][CH:23]=[CH:22]4)=[N:7][C:8]3[C:13]([N:14]=2)=[CH:12][C:11]([C:15]([O:17]C)=[O:16])=[CH:10][CH:9]=3)[CH2:3][CH2:2]1.[OH-].[Na+], predict the reaction product. The product is: [CH:1]1([N:4]([CH3:28])[C:5]2[C:6]([C:19]3[CH:20]=[C:21]4[C:25](=[CH:26][CH:27]=3)[NH:24][CH:23]=[CH:22]4)=[N:7][C:8]3[C:13]([N:14]=2)=[CH:12][C:11]([C:15]([OH:17])=[O:16])=[CH:10][CH:9]=3)[CH2:2][CH2:3]1. (2) Given the reactants Cl[C:2]1[CH:7]=[C:6]([C:8]2[C:16]3[C:11](=[N:12][CH:13]=[CH:14][CH:15]=3)[N:10]([S:17]([C:20]3[CH:25]=[CH:24][CH:23]=[CH:22][CH:21]=3)(=[O:19])=[O:18])[CH:9]=2)[CH:5]=[C:4]([Cl:26])[N:3]=1.[C:27]([NH2:30])(=[O:29])[CH3:28].C(=O)([O-])[O-].[Cs+].[Cs+].CC1(C)C2C(=C(P(C3C=CC=CC=3)C3C=CC=CC=3)C=CC=2)OC2C(P(C3C=CC=CC=3)C3C=CC=CC=3)=CC=CC1=2, predict the reaction product. The product is: [Cl:26][C:4]1[N:3]=[C:2]([NH:30][C:27](=[O:29])[CH3:28])[CH:7]=[C:6]([C:8]2[C:16]3[C:11](=[N:12][CH:13]=[CH:14][CH:15]=3)[N:10]([S:17]([C:20]3[CH:21]=[CH:22][CH:23]=[CH:24][CH:25]=3)(=[O:19])=[O:18])[CH:9]=2)[CH:5]=1. (3) Given the reactants [N+:1]([C:4]1[CH:5]=[C:6]([C:10]2[CH:19]=[N:18][C:17]3[C:12](=[CH:13][CH:14]=[CH:15][CH:16]=3)[N:11]=2)[CH:7]=[CH:8][CH:9]=1)([O-])=O.Cl[Sn]Cl.O.[OH-].[Na+], predict the reaction product. The product is: [N:11]1[C:12]2[C:17](=[CH:16][CH:15]=[CH:14][CH:13]=2)[N:18]=[CH:19][C:10]=1[C:6]1[CH:5]=[C:4]([NH2:1])[CH:9]=[CH:8][CH:7]=1. (4) Given the reactants [CH:1]1([O:6][C:7](=[O:46])[C@@H:8]([NH:38]C(OC(C)(C)C)=O)[CH2:9][CH2:10][O:11][C:12]2[CH:21]=[C:20]3[C:15]([C:16]([NH:29][C:30]4[CH:34]=[C:33]([CH3:35])[NH:32][N:31]=4)=[N:17][C:18]([S:22][C:23]4[CH:28]=[CH:27][CH:26]=[CH:25][CH:24]=4)=[N:19]3)=[CH:14][C:13]=2[O:36][CH3:37])[CH2:5][CH2:4][CH2:3][CH2:2]1.Cl, predict the reaction product. The product is: [CH:1]1([O:6][C:7](=[O:46])[C@@H:8]([NH2:38])[CH2:9][CH2:10][O:11][C:12]2[CH:21]=[C:20]3[C:15]([C:16]([NH:29][C:30]4[CH:34]=[C:33]([CH3:35])[NH:32][N:31]=4)=[N:17][C:18]([S:22][C:23]4[CH:28]=[CH:27][CH:26]=[CH:25][CH:24]=4)=[N:19]3)=[CH:14][C:13]=2[O:36][CH3:37])[CH2:5][CH2:4][CH2:3][CH2:2]1. (5) Given the reactants [CH3:1][O:2][C:3](=[O:33])[CH2:4][CH2:5][C:6]1[CH:11]=[CH:10][C:9]([C:12]([CH2:30][CH3:31])([C:15]2[CH:20]=[CH:19][C:18](OS(C(F)(F)F)(=O)=O)=[C:17]([CH3:29])[CH:16]=2)[CH2:13][CH3:14])=[CH:8][C:7]=1[CH3:32].C(N(CC)CC)C.[CH2:41]([C:43]([OH:48])([CH2:46][CH3:47])[CH:44]=[CH2:45])[CH3:42].C1C=CC(P(C2C=CC=CC=2)CCCP(C2C=CC=CC=2)C2C=CC=CC=2)=CC=1, predict the reaction product. The product is: [CH3:1][O:2][C:3](=[O:33])[CH2:4][CH2:5][C:6]1[CH:11]=[CH:10][C:9]([C:12]([CH2:13][CH3:14])([C:15]2[CH:20]=[CH:19][C:18](/[CH:45]=[CH:44]/[C:43]([CH2:46][CH3:47])([OH:48])[CH2:41][CH3:42])=[C:17]([CH3:29])[CH:16]=2)[CH2:30][CH3:31])=[CH:8][C:7]=1[CH3:32]. (6) The product is: [NH2:30][C:28]1[N:27]=[CH:26][N:25]=[C:24]2[N:23]([CH:8]([C:6]3[C:5]([O:11][CH3:12])=[C:4]([CH:13]4[O:17][C:16](=[O:18])[NH:15][CH2:14]4)[C:3]([CH3:19])=[C:2]([Cl:1])[CH:7]=3)[CH3:9])[N:22]=[C:21]([CH3:20])[C:29]=12. Given the reactants [Cl:1][C:2]1[C:3]([CH3:19])=[C:4]([CH:13]2[O:17][C:16](=[O:18])[NH:15][CH2:14]2)[C:5]([O:11][CH3:12])=[C:6]([CH:8](Cl)[CH3:9])[CH:7]=1.[CH3:20][C:21]1[C:29]2[C:24](=[N:25][CH:26]=[N:27][C:28]=2[NH2:30])[NH:23][N:22]=1.C(=O)([O-])[O-].[Cs+].[Cs+].[I-].[K+], predict the reaction product. (7) Given the reactants Br[C:2]1[CH:3]=[C:4]([O:15][CH3:16])[CH:5]=[C:6]2[C:11]=1[C:10](=[O:12])[CH2:9][CH2:8][C:7]2([CH3:14])[CH3:13].[CH2:17]([Sn](CCCC)(CCCC)C=C)[CH2:18]CC, predict the reaction product. The product is: [CH3:16][O:15][C:4]1[CH:5]=[C:6]2[C:11](=[C:2]([CH:17]=[CH2:18])[CH:3]=1)[C:10](=[O:12])[CH2:9][CH2:8][C:7]2([CH3:14])[CH3:13]. (8) Given the reactants [CH3:1][O:2][C:3]1[CH:8]=[CH:7][C:6]([S:9]([N:12]2[CH2:17][CH2:16][N:15]([C:18](=[S:20])[NH2:19])[CH2:14][CH2:13]2)(=[O:11])=[O:10])=[CH:5][CH:4]=1.C([O-])(O)=O.[Na+].Cl[CH2:27][C:28](=O)[CH2:29][C:30]1[CH:31]=[C:32]([CH3:36])[CH:33]=[CH:34][CH:35]=1.N, predict the reaction product. The product is: [CH3:1][O:2][C:3]1[CH:4]=[CH:5][C:6]([S:9]([N:12]2[CH2:13][CH2:14][N:15]([C:18]3[S:20][CH:27]=[C:28]([CH2:29][C:30]4[CH:35]=[CH:34][CH:33]=[C:32]([CH3:36])[CH:31]=4)[N:19]=3)[CH2:16][CH2:17]2)(=[O:10])=[O:11])=[CH:7][CH:8]=1. (9) Given the reactants C(C1C=C2C(=C(F)C=1)C(=O)N(CC1C=CC(C3C=CN=C4NC(C5C=NN(C)C=5)=NC=34)=CC=1F)N=C2)(C)(C)C.Br[C:41]1[CH:46]=[CH:45][C:44]([C:47]([NH:50][C:51]([C:53]2[O:57][N:56]=[C:55]([C:58]([CH3:61])([CH3:60])[CH3:59])[N:54]=2)=[O:52])([CH3:49])[CH3:48])=[C:43]([F:62])[CH:42]=1.[B:63]1(B2OC(C)(C)C(C)(C)O2)[O:67][C:66]([CH3:69])([CH3:68])[C:65]([CH3:71])([CH3:70])[O:64]1.C1(P(C2CCCCC2)C2C=CC=CC=2C2C(C(C)C)=CC(C(C)C)=CC=2C(C)C)CCCCC1.C([O-])(=O)C.[K+].O1CCOCC1, predict the reaction product. The product is: [F:62][C:43]1[CH:42]=[C:41]([B:63]2[O:67][C:66]([CH3:69])([CH3:68])[C:65]([CH3:71])([CH3:70])[O:64]2)[CH:46]=[CH:45][C:44]=1[C:47]([NH:50][C:51]([C:53]1[O:57][N:56]=[C:55]([C:58]([CH3:61])([CH3:60])[CH3:59])[N:54]=1)=[O:52])([CH3:49])[CH3:48]. (10) The product is: [ClH:31].[ClH:31].[C:12]1([CH:11]2[CH2:10][C:9]3([CH2:18][CH2:19][NH:20][CH2:21][CH2:22]3)[C:8](=[O:30])[NH:7]2)[CH:13]=[CH:14][CH:15]=[CH:16][CH:17]=1. Given the reactants C(S([N:7]1[CH:11]([C:12]2[CH:17]=[CH:16][CH:15]=[CH:14][CH:13]=2)[CH2:10][C:9]2([CH2:22][CH2:21][N:20](C(OC(C)(C)C)=O)[CH2:19][CH2:18]2)[C:8]1=[O:30])=O)(C)(C)C.[ClH:31], predict the reaction product.